This data is from Full USPTO retrosynthesis dataset with 1.9M reactions from patents (1976-2016). The task is: Predict the reactants needed to synthesize the given product. (1) Given the product [F:27][C:17]([F:16])([F:28])[N:18]1[CH:23]=[C:22]([CH2:24][CH2:25][N:6]2[C:7]3[CH:8]=[CH:9][C:10]([CH3:13])=[CH:11][C:12]=3[C:4]3[CH2:3][N:2]([CH3:1])[CH2:15][CH2:14][C:5]2=3)[CH:21]=[CH:20][C:19]1=[O:26], predict the reactants needed to synthesize it. The reactants are: [CH3:1][N:2]1[CH2:15][CH2:14][C:5]2[NH:6][C:7]3[CH:8]=[CH:9][C:10]([CH3:13])=[CH:11][C:12]=3[C:4]=2[CH2:3]1.[F:16][C:17]([F:28])([F:27])[N:18]1[CH:23]=[C:22]([CH:24]=[CH2:25])[CH:21]=[CH:20][C:19]1=[O:26].[OH-].[K+]. (2) Given the product [O:11]([C:18]1[CH:19]=[CH:20][C:21]([O:24][C:2]2[C:3]3[N:10]([C@H:26]4[CH2:27][CH2:28][C@H:29]([NH:32][C:33](=[O:39])[CH:40]=[CH2:41])[CH2:30][CH2:31]4)[CH:9]=[CH:8][C:4]=3[N:5]=[CH:6][N:7]=2)=[CH:22][CH:23]=1)[C:12]1[CH:17]=[CH:16][CH:15]=[CH:14][CH:13]=1, predict the reactants needed to synthesize it. The reactants are: Cl[C:2]1[C:3]2[NH:10][CH:9]=[CH:8][C:4]=2[N:5]=[CH:6][N:7]=1.[O:11]([C:18]1[CH:23]=[CH:22][C:21]([OH:24])=[CH:20][CH:19]=1)[C:12]1[CH:17]=[CH:16][CH:15]=[CH:14][CH:13]=1.O[C@@H:26]1[CH2:31][CH2:30][C@H:29]([NH:32][C:33](=[O:39])OC(C)(C)C)[CH2:28][CH2:27]1.[C:40](Cl)(=O)[CH:41]=C.